Dataset: Forward reaction prediction with 1.9M reactions from USPTO patents (1976-2016). Task: Predict the product of the given reaction. (1) Given the reactants Cl[C:2]1[N:3]=[C:4]2[CH:24]=[C:23]([C:25]([F:28])([F:27])[F:26])[CH:22]=[N:21][C:5]2=[N:6][C:7]=1[N:8]1[CH2:11][CH:10]([N:12]([CH3:20])[C:13](=[O:19])[O:14][C:15]([CH3:18])([CH3:17])[CH3:16])[CH2:9]1.O.[NH2:30][NH2:31], predict the reaction product. The product is: [NH:30]([C:2]1[N:3]=[C:4]2[CH:24]=[C:23]([C:25]([F:28])([F:27])[F:26])[CH:22]=[N:21][C:5]2=[N:6][C:7]=1[N:8]1[CH2:11][CH:10]([N:12]([CH3:20])[C:13](=[O:19])[O:14][C:15]([CH3:18])([CH3:17])[CH3:16])[CH2:9]1)[NH2:31]. (2) Given the reactants [F:1][C:2]1[CH:7]=[CH:6][C:5]([C:8](=[O:10])[CH3:9])=[C:4]([OH:11])[CH:3]=1.IC.[C:14](=O)([O-])[O-].[K+].[K+], predict the reaction product. The product is: [F:1][C:2]1[CH:7]=[CH:6][C:5]([C:8](=[O:10])[CH3:9])=[C:4]([O:11][CH3:14])[CH:3]=1.